Dataset: Peptide-MHC class II binding affinity with 134,281 pairs from IEDB. Task: Regression. Given a peptide amino acid sequence and an MHC pseudo amino acid sequence, predict their binding affinity value. This is MHC class II binding data. (1) The peptide sequence is DDIRKLLDIHGRKDL. The MHC is DRB1_0101 with pseudo-sequence DRB1_0101. The binding affinity (normalized) is 0.443. (2) The peptide sequence is SSCEVALSYYPTPLA. The MHC is DRB1_1302 with pseudo-sequence DRB1_1302. The binding affinity (normalized) is 0.441. (3) The peptide sequence is PNLNDLKALTTKHPS. The MHC is DRB1_0101 with pseudo-sequence DRB1_0101. The binding affinity (normalized) is 0.427. (4) The peptide sequence is THSWEYWGAQLNAMK. The MHC is HLA-DQA10401-DQB10402 with pseudo-sequence HLA-DQA10401-DQB10402. The binding affinity (normalized) is 0.357. (5) The peptide sequence is FSTGLIIQGLKLMNS. The MHC is DRB1_0405 with pseudo-sequence DRB1_0405. The binding affinity (normalized) is 0.364.